Dataset: Reaction yield outcomes from USPTO patents with 853,638 reactions. Task: Predict the reaction yield, written as a fraction of the theoretical maximum amount of product (1.0 means a 100% yield; for example, 0.34 means a 34% yield). (1) The reactants are Cl[C:2]1[CH:7]=[CH:6][C:5](Cl)=[CH:4][C:3]=1[C:9]1[N:13]2[C:14]3[C:19]([N:20]=[C:21]([CH3:22])[C:12]2=[C:11]([CH3:24])[N:10]=1)=[CH:18][CH:17]=[C:16](F)[CH:15]=3.F[C:26]1C=C(Cl)C=CC=1[N+]([O-])=O. No catalyst specified. The product is [CH3:24][C:11]1[N:10]=[C:9]([C:3]2[CH:4]=[CH:5][CH:6]=[CH:7][C:2]=2[CH3:26])[N:13]2[C:14]3[C:19](=[CH:18][CH:17]=[CH:16][CH:15]=3)[N:20]=[C:21]([CH3:22])[C:12]=12. The yield is 0.620. (2) The reactants are Br[CH2:2][C:3](=O)[CH:4]([CH3:6])[CH3:5].[NH2:8][C:9]1[CH:14]=[C:13]([C:15]([O:17][CH2:18][CH3:19])=[O:16])[CH:12]=[C:11]([CH3:20])[N:10]=1.[CH2:21](O)C. No catalyst specified. The product is [CH3:20][C:11]1[N:10]2[CH:2]=[C:3]([C:4]3([CH3:6])[CH2:21][CH2:5]3)[N:8]=[C:9]2[CH:14]=[C:13]([C:15]([O:17][CH2:18][CH3:19])=[O:16])[CH:12]=1. The yield is 0.210. (3) The reactants are [CH2:1]([C:21]1[C:26]([OH:27])=[C:25]([CH3:28])[C:24]([CH3:29])=[C:23]([OH:30])[C:22]=1[CH3:31])/[CH:2]=[C:3](/[CH2:5][CH2:6][CH2:7][C@@H:8]([CH2:10][CH2:11][CH2:12][C@@H:13]([CH2:15][CH2:16][CH2:17][CH:18]([CH3:20])[CH3:19])[CH3:14])[CH3:9])\[CH3:4].[C:32]([O:35]C(=O)C)(=[O:34])[CH3:33]. The catalyst is N1C=CC=CC=1. The product is [C:32]([OH:35])(=[O:34])[CH3:33].[C:32]([OH:35])(=[O:34])[CH3:33].[CH2:1]([C:21]1[C:26]([OH:27])=[C:25]([CH3:28])[C:24]([CH3:29])=[C:23]([OH:30])[C:22]=1[CH3:31])/[CH:2]=[C:3](/[CH2:5][CH2:6][CH2:7][C@@H:8]([CH2:10][CH2:11][CH2:12][C@@H:13]([CH2:15][CH2:16][CH2:17][CH:18]([CH3:19])[CH3:20])[CH3:14])[CH3:9])\[CH3:4]. The yield is 0.950. (4) The reactants are [C:1]([O:5][C:6](=[O:38])[NH:7][C:8]([C:10]1[CH:15]=[CH:14][C:13]([CH2:16][NH:17][C:18]([C@H:20]2[N:24]3[C:25](=[O:37])[C:26]([NH:29][CH2:30][C:31]4[CH:36]=[CH:35][CH:34]=CC=4)=[CH:27][N:28]=[C:23]3[CH2:22][CH2:21]2)=[O:19])=[CH:12][CH:11]=1)=[NH:9])([CH3:4])([CH3:3])[CH3:2].C(OC(=O)NC(C1C=CC(CNC([C@H]2N3C(=O)C(N)=CN=C3CC2)=O)=CC=1)=N)(C)(C)C.C1(=O)CCCC1.[BH-](OC(C)=O)(OC(C)=O)OC(C)=O.[Na+]. No catalyst specified. The product is [C:1]([O:5][C:6](=[O:38])[NH:7][C:8]([C:10]1[CH:15]=[CH:14][C:13]([CH2:16][NH:17][C:18]([C@H:20]2[N:24]3[C:25](=[O:37])[C:26]([NH:29][CH:30]4[CH2:31][CH2:36][CH2:35][CH2:34]4)=[CH:27][N:28]=[C:23]3[CH2:22][CH2:21]2)=[O:19])=[CH:12][CH:11]=1)=[NH:9])([CH3:4])([CH3:3])[CH3:2]. The yield is 0.573.